This data is from Catalyst prediction with 721,799 reactions and 888 catalyst types from USPTO. The task is: Predict which catalyst facilitates the given reaction. Reactant: [CH:1]([CH:3]=O)=[O:2].C(N(CC)CC)C.[CH3:12][NH:13][C:14]([NH:16][CH3:17])=[O:15]. Product: [CH3:12][N:13]1[CH2:3][C:1](=[O:2])[N:16]([CH3:17])[C:14]1=[O:15]. The catalyst class is: 6.